This data is from Full USPTO retrosynthesis dataset with 1.9M reactions from patents (1976-2016). The task is: Predict the reactants needed to synthesize the given product. (1) Given the product [O:18]1[C:2]2([CH2:3][CH:4]([C:12]([O:14][CH3:15])=[O:13])[CH2:5][CH:6]([C:8]([O:10][CH3:11])=[O:9])[CH2:7]2)[O:1][CH2:16][CH2:17]1, predict the reactants needed to synthesize it. The reactants are: [O:1]=[C:2]1[CH2:7][CH:6]([C:8]([O:10][CH3:11])=[O:9])[CH2:5][CH:4]([C:12]([O:14][CH3:15])=[O:13])[CH2:3]1.[CH2:16](O)[CH2:17][OH:18]. (2) Given the product [CH3:25][C@@H:11]1[N:12]([C:15]([O:17][CH2:18][C:19]2[CH:24]=[CH:23][CH:22]=[CH:21][CH:20]=2)=[O:16])[CH2:13][CH2:14][N:9]([CH2:8][C:5]2[CH:6]=[CH:7][C:2]([CH:27]([C:28]([O:30][CH2:31][CH3:32])=[O:29])[C:26]([O:34][CH2:35][CH3:36])=[O:33])=[CH:3][CH:4]=2)[CH2:10]1, predict the reactants needed to synthesize it. The reactants are: Br[C:2]1[CH:7]=[CH:6][C:5]([CH2:8][N:9]2[CH2:14][CH2:13][N:12]([C:15]([O:17][CH2:18][C:19]3[CH:24]=[CH:23][CH:22]=[CH:21][CH:20]=3)=[O:16])[C@@H:11]([CH3:25])[CH2:10]2)=[CH:4][CH:3]=1.[C:26]([O:34][CH2:35][CH3:36])(=[O:33])[CH2:27][C:28]([O:30][CH2:31][CH3:32])=[O:29].P([O-])([O-])([O-])=O.[K+].[K+].[K+].CC(P(C(C)(C)C)C1C=CC=CC=1C1C=CC=CC=1C)(C)C.